This data is from Reaction yield outcomes from USPTO patents with 853,638 reactions. The task is: Predict the reaction yield, written as a fraction of the theoretical maximum amount of product (1.0 means a 100% yield; for example, 0.34 means a 34% yield). The reactants are Cl.CN(C)CCCN=C=NCC.[NH2:13][CH:14]([CH2:21][O:22][CH2:23][C:24]1[CH:29]=[CH:28][CH:27]=[CH:26][CH:25]=1)[CH2:15][C:16]([O:18][CH2:19][CH3:20])=[O:17].[C:30]([O:36][CH2:37][CH3:38])(=[O:35])[CH2:31][C:32](O)=[O:33].O.ON1C2C=CC=CC=2N=N1.C(N(CC)CC)C. The catalyst is ClCCl.C(OCC)(=O)C. The product is [CH2:23]([O:22][CH2:21][CH:14]([NH:13][C:32](=[O:33])[CH2:31][C:30]([O:36][CH2:37][CH3:38])=[O:35])[CH2:15][C:16]([O:18][CH2:19][CH3:20])=[O:17])[C:24]1[CH:25]=[CH:26][CH:27]=[CH:28][CH:29]=1. The yield is 0.470.